From a dataset of Full USPTO retrosynthesis dataset with 1.9M reactions from patents (1976-2016). Predict the reactants needed to synthesize the given product. Given the product [F:1][C:2]1[CH:7]=[CH:6][C:5]([C:8]2[C:16]3[C:11](=[CH:12][CH:13]=[C:14]([C:17](=[O:25])[CH2:18][C:19]4[CH:24]=[CH:23][CH:22]=[CH:21][CH:20]=4)[CH:15]=3)[N:10]([CH:26]3[CH2:31][CH2:30][CH2:29][CH2:28][O:27]3)[N:9]=2)=[CH:4][CH:3]=1, predict the reactants needed to synthesize it. The reactants are: [F:1][C:2]1[CH:7]=[CH:6][C:5]([C:8]2[C:16]3[C:11](=[CH:12][CH:13]=[C:14]([CH:17]([OH:25])[CH2:18][C:19]4[CH:24]=[CH:23][CH:22]=[CH:21][CH:20]=4)[CH:15]=3)[N:10]([CH:26]3[CH2:31][CH2:30][CH2:29][CH2:28][O:27]3)[N:9]=2)=[CH:4][CH:3]=1.[Cr](Cl)([O-])(=O)=O.[NH+]1C=CC=CC=1.